Dataset: Catalyst prediction with 721,799 reactions and 888 catalyst types from USPTO. Task: Predict which catalyst facilitates the given reaction. Reactant: Br[C:2]1[CH:7]=[C:6]([NH:8][C:9](=[O:20])[C:10]2[C:15]([Cl:16])=[CH:14][C:13]([C:17]#[N:18])=[CH:12][C:11]=2[Cl:19])[CH:5]=[CH:4][N:3]=1.[CH:21]1([C:24]([NH2:26])=[O:25])[CH2:23][CH2:22]1.CC1(C)C2C(=C(P(C3C=CC=CC=3)C3C=CC=CC=3)C=CC=2)OC2C(P(C3C=CC=CC=3)C3C=CC=CC=3)=CC=CC1=2.C([O-])([O-])=O.[Cs+].[Cs+]. Product: [Cl:19][C:11]1[CH:12]=[C:13]([C:17]#[N:18])[CH:14]=[C:15]([Cl:16])[C:10]=1[C:9]([NH:8][C:6]1[CH:5]=[CH:4][N:3]=[C:2]([NH:26][C:24]([CH:21]2[CH2:23][CH2:22]2)=[O:25])[CH:7]=1)=[O:20]. The catalyst class is: 102.